This data is from Reaction yield outcomes from USPTO patents with 853,638 reactions. The task is: Predict the reaction yield, written as a fraction of the theoretical maximum amount of product (1.0 means a 100% yield; for example, 0.34 means a 34% yield). (1) The reactants are [CH:1]([C:4]1[CH:25]=[CH:24][C:7]([CH2:8][C:9]2[C:21]([CH3:22])=[CH:20][C:19]([CH3:23])=[CH:18][C:10]=2[O:11][C:12]([CH3:17])([CH3:16])[C:13](O)=[O:14])=[CH:6][CH:5]=1)([CH3:3])[CH3:2].C(Cl)(=O)C(Cl)=O.[Cl-].[Al+3].[Cl-].[Cl-]. The catalyst is C1COCC1.CN(C=O)C.ClCCl. The product is [CH:1]([C:4]1[CH:5]=[CH:6][C:7]([CH2:8][C:9]2[C:10]3[O:11][C:12]([CH3:17])([CH3:16])[C:13](=[O:14])[C:18]=3[C:19]([CH3:23])=[CH:20][C:21]=2[CH3:22])=[CH:24][CH:25]=1)([CH3:3])[CH3:2]. The yield is 0.640. (2) The product is [Br:1][C:2]1[CH:7]=[CH:6][C:5]([CH2:8][C:11]#[N:12])=[C:4]([F:10])[CH:3]=1. The reactants are [Br:1][C:2]1[CH:7]=[CH:6][C:5]([CH2:8]Br)=[C:4]([F:10])[CH:3]=1.[C-:11]#[N:12].[Na+]. The yield is 0.990. The catalyst is CCO. (3) The reactants are [N:1]([CH2:4][C@@H:5]([NH:13][C:14](=[O:20])[O:15][C:16]([CH3:19])([CH3:18])[CH3:17])[CH2:6][CH:7]1[CH2:12][CH2:11][CH2:10][CH2:9][CH2:8]1)=[N+]=[N-]. The catalyst is CO.[Pd]. The product is [NH2:1][CH2:4][C@@H:5]([NH:13][C:14](=[O:20])[O:15][C:16]([CH3:18])([CH3:17])[CH3:19])[CH2:6][CH:7]1[CH2:12][CH2:11][CH2:10][CH2:9][CH2:8]1. The yield is 0.860. (4) The reactants are [Cl:1][C:2]1[CH:3]=[N:4][CH:5]=[C:6]([Cl:8])[CH:7]=1.[Li+].CC([N-]C(C)C)C.[C:17](=[O:19])=[O:18]. The catalyst is C1COCC1. The product is [Cl:1][C:2]1[CH:3]=[N:4][CH:5]=[C:6]([Cl:8])[C:7]=1[C:17]([OH:19])=[O:18]. The yield is 0.550. (5) The reactants are [C:1]([O:5][C:6]([N:8]1[CH2:13][CH2:12][C:11]2[NH:14][N:15]=[C:16]([C:17]3[CH:22]=[CH:21][C:20]([C:23]([F:26])([F:25])[F:24])=[CH:19][CH:18]=3)[C:10]=2[CH2:9]1)=[O:7])([CH3:4])([CH3:3])[CH3:2].[C:27]([O:31][CH3:32])(=[O:30])[CH:28]=[CH2:29].C(O[Na])(C)(C)C. The catalyst is C1(C)C=CC=CC=1. The product is [C:1]([O:5][C:6]([N:8]1[CH2:13][CH2:12][C:11]2[N:14]([CH2:29][CH2:28][C:27]([O:31][CH3:32])=[O:30])[N:15]=[C:16]([C:17]3[CH:18]=[CH:19][C:20]([C:23]([F:24])([F:25])[F:26])=[CH:21][CH:22]=3)[C:10]=2[CH2:9]1)=[O:7])([CH3:4])([CH3:2])[CH3:3]. The yield is 0.150.